Dataset: Forward reaction prediction with 1.9M reactions from USPTO patents (1976-2016). Task: Predict the product of the given reaction. (1) Given the reactants [C:1]1([P:7]([C:14]2[CH:19]=[CH:18][CH:17]=[CH:16][CH:15]=2)[C:8]2[CH:13]=[CH:12][CH:11]=[CH:10][CH:9]=2)[CH:6]=[CH:5][CH:4]=[CH:3][CH:2]=1.[Br:20][CH2:21][CH2:22][CH2:23]Br, predict the reaction product. The product is: [Br-:20].[Br:20][CH2:21][CH2:22][CH2:23][P+:7]([C:1]1[CH:2]=[CH:3][CH:4]=[CH:5][CH:6]=1)([C:8]1[CH:13]=[CH:12][CH:11]=[CH:10][CH:9]=1)[C:14]1[CH:15]=[CH:16][CH:17]=[CH:18][CH:19]=1. (2) Given the reactants [N:1]1[CH:6]=[CH:5][C:4]([NH:7][C:8]([N:10]2[CH2:13][CH:12]([O:14][C:15]3[CH:20]=[CH:19][C:18](I)=[CH:17][N:16]=3)[CH2:11]2)=[O:9])=[N:3][CH:2]=1.[C:22](=[O:25])([O-])[O-].[K+].[K+].[OH-].[Na+].[CH2:30]1[CH2:34][O:33][CH2:32][CH2:31]1.O, predict the reaction product. The product is: [N:1]1[CH:6]=[CH:5][C:4]([NH:7][C:8]([N:10]2[CH2:13][CH:12]([O:14][C:15]3[CH:20]=[CH:19][C:18]([C:18]4[CH:19]=[CH:20][CH:31]=[C:32]([O:33][CH2:34][CH2:30][O:25][CH3:22])[CH:17]=4)=[CH:17][N:16]=3)[CH2:11]2)=[O:9])=[N:3][CH:2]=1. (3) Given the reactants [CH2:1]([Li])CCC.CCCCCC.CC1(C)CCCC(C)(C)N1.[Li]N1C(C)(C)CCCC1(C)C.[C:33]([O:50][CH:51]1[CH:56]([CH:57]([CH3:59])[CH3:58])[CH2:55][CH2:54][CH:53]([CH3:60])[CH2:52]1)(=[O:49])[CH2:34][CH2:35][C:36]([O:38][CH:39]1[CH:44]([CH:45]([CH3:47])[CH3:46])[CH2:43][CH2:42][CH:41]([CH3:48])[CH2:40]1)=[O:37].BrCCl.C(=O)C(C)C.Cl, predict the reaction product. The product is: [C@H:34]1([C:33]([O:50][CH:51]2[CH:56]([CH:57]([CH3:59])[CH3:58])[CH2:55][CH2:54][CH:53]([CH3:60])[CH2:52]2)=[O:49])[CH2:1][C@@H:35]1[C:36]([O:38][CH:39]1[CH:44]([CH:45]([CH3:47])[CH3:46])[CH2:43][CH2:42][CH:41]([CH3:48])[CH2:40]1)=[O:37]. (4) Given the reactants N1C=CC=CC=1C1C=CC=CN=1.[BH4-].[Na+].[N:15]([C:18]1[CH:19]=[N:20][CH:21]=[C:22]([F:29])[C:23]=1[CH:24]([O:27][CH3:28])[O:25][CH3:26])=[N+]=[N-].C(=O)([O-])O.[Na+], predict the reaction product. The product is: [CH3:28][O:27][CH:24]([O:25][CH3:26])[C:23]1[C:22]([F:29])=[CH:21][N:20]=[CH:19][C:18]=1[NH2:15]. (5) Given the reactants [NH2:1][C:2]1[CH:11]=[C:10]([Cl:12])[CH:9]=[CH:8][C:3]=1[C:4]([O:6]C)=[O:5].CCN(C(C)C)C(C)C.[S:22]1[CH:26]=[C:25]([C:27](O)=[O:28])[C:24]2[CH:30]=[CH:31][CH:32]=[CH:33][C:23]1=2.O=P(Cl)(Cl)Cl.NCCNCCN.CCN(C(C1C=CC=C(C)C=1)=O)CC.[OH-], predict the reaction product. The product is: [S:22]1[C:23]2[CH:33]=[CH:32][CH:31]=[CH:30][C:24]=2[C:25]([C:27]([NH:1][C:2]2[CH:11]=[C:10]([Cl:12])[CH:9]=[CH:8][C:3]=2[C:4]([OH:6])=[O:5])=[O:28])=[CH:26]1. (6) Given the reactants [Cl:1][C:2]1[CH:10]=[CH:9][C:5]([C:6]([OH:8])=O)=[CH:4][C:3]=1[I:11].CCN=C=NCCCN(C)C.Cl.C1C=CC2N(O)N=NC=2C=1.CCN(C(C)C)C(C)C.[NH2:43][C:44]1[CH:45]=[CH:46][C:47]([O:50][CH3:51])=[N:48][CH:49]=1, predict the reaction product. The product is: [Cl:1][C:2]1[CH:10]=[CH:9][C:5]([C:6]([NH:43][C:44]2[CH:49]=[N:48][C:47]([O:50][CH3:51])=[CH:46][CH:45]=2)=[O:8])=[CH:4][C:3]=1[I:11]. (7) The product is: [CH3:1][O:2][C:3](=[O:34])[C:4]1[CH:9]=[CH:8][C:7]([C:10]2[C:18]3[C:13](=[CH:14][C:15]([N:35]4[CH2:39][CH2:38][NH:37][C:36]4=[O:40])=[CH:16][CH:17]=3)[N:12]([C:20](=[O:32])[C:21]3[C:26]([C:27]([F:30])([F:29])[F:28])=[CH:25][CH:24]=[CH:23][C:22]=3[Cl:31])[N:11]=2)=[C:6]([F:33])[CH:5]=1. Given the reactants [CH3:1][O:2][C:3](=[O:34])[C:4]1[CH:9]=[CH:8][C:7]([C:10]2[C:18]3[C:13](=[CH:14][C:15](Br)=[CH:16][CH:17]=3)[N:12]([C:20](=[O:32])[C:21]3[C:26]([C:27]([F:30])([F:29])[F:28])=[CH:25][CH:24]=[CH:23][C:22]=3[Cl:31])[N:11]=2)=[C:6]([F:33])[CH:5]=1.[NH:35]1[CH2:39][CH2:38][NH:37][C:36]1=[O:40].C([O-])([O-])=O.[Cs+].[Cs+], predict the reaction product. (8) Given the reactants [N+:1]([C:4]1[CH:9]=[CH:8][CH:7]=[CH:6][C:5]=1[C:10]1[S:11][C:12]2[C:17]([N:18]=1)=[CH:16][C:15]([CH2:19][O:20][CH:21]1[CH2:26][CH2:25][N:24]([C:27]([O:29][C:30]([CH3:33])([CH3:32])[CH3:31])=[O:28])[CH2:23][CH2:22]1)=[CH:14][N:13]=2)([O-])=O.[Cl-].[NH4+].C(O)(C)C.[OH-].[Na+], predict the reaction product. The product is: [NH2:1][C:4]1[CH:9]=[CH:8][CH:7]=[CH:6][C:5]=1[C:10]1[S:11][C:12]2[C:17]([N:18]=1)=[CH:16][C:15]([CH2:19][O:20][CH:21]1[CH2:22][CH2:23][N:24]([C:27]([O:29][C:30]([CH3:33])([CH3:32])[CH3:31])=[O:28])[CH2:25][CH2:26]1)=[CH:14][N:13]=2.